This data is from Forward reaction prediction with 1.9M reactions from USPTO patents (1976-2016). The task is: Predict the product of the given reaction. (1) Given the reactants [NH2:1][CH:2]1[CH2:7][CH2:6][N:5]([CH2:8][C@H:9]2[C:19]3=[C:20]4[C:15](=[CH:16][CH:17]=[C:18]3[F:21])[CH:14]=[CH:13][C:12](=[O:22])[N:11]4[CH2:10]2)[CH2:4][CH2:3]1.[F:23][C:24]1[CH:29]=[CH:28][C:27]([F:30])=[CH:26][C:25]=1/[CH:31]=[CH:32]/[CH:33]=O.CO.C(O[BH-](OC(=O)C)OC(=O)C)(=O)C.[Na+].C(Cl)[Cl:52], predict the reaction product. The product is: [ClH:52].[ClH:52].[F:23][C:24]1[CH:29]=[CH:28][C:27]([F:30])=[CH:26][C:25]=1/[CH:31]=[CH:32]/[CH2:33][NH:1][CH:2]1[CH2:7][CH2:6][N:5]([CH2:8][C@H:9]2[C:19]3=[C:20]4[C:15](=[CH:16][CH:17]=[C:18]3[F:21])[CH:14]=[CH:13][C:12](=[O:22])[N:11]4[CH2:10]2)[CH2:4][CH2:3]1. (2) Given the reactants [O:1]1[C:5]2[CH:6]=[CH:7][C:8]([C:10]3[S:11][CH:12]=[C:13]([C:15]([OH:17])=O)[N:14]=3)=[CH:9][C:4]=2[CH2:3][CH2:2]1.Br.[NH2:19][C:20]1[NH:24][C:23]2[CH:25]=[CH:26][C:27]([C:29]([C:31]3[CH:36]=[CH:35][CH:34]=[CH:33][CH:32]=3)=[O:30])=[CH:28][C:22]=2[N:21]=1.F[P-](F)(F)(F)(F)F.N1(OC(N(C)C)=[N+](C)C)C2C=CC=CC=2N=N1.C(N(CC)C(C)C)(C)C, predict the reaction product. The product is: [C:29]([C:27]1[CH:26]=[CH:25][C:23]2[NH:24][C:20]([NH:19][C:15]([C:13]3[N:14]=[C:10]([C:8]4[CH:7]=[CH:6][C:5]5[O:1][CH2:2][CH2:3][C:4]=5[CH:9]=4)[S:11][CH:12]=3)=[O:17])=[N:21][C:22]=2[CH:28]=1)(=[O:30])[C:31]1[CH:32]=[CH:33][CH:34]=[CH:35][CH:36]=1.